This data is from Forward reaction prediction with 1.9M reactions from USPTO patents (1976-2016). The task is: Predict the product of the given reaction. (1) Given the reactants [Cl-:1].[Al+3].[Cl-].[Cl-].NC(N)=S.C[O:10][C:11]1[CH:12]=[C:13]([C@H:17]([CH2:24][CH3:25])[C@@H:18]([CH3:23])[CH2:19][N:20]([CH3:22])[CH3:21])[CH:14]=[CH:15][CH:16]=1.N, predict the reaction product. The product is: [CH3:25][CH2:24][C@H:17]([C@H:18]([CH2:19][N:20]([CH3:22])[CH3:21])[CH3:23])[C:13]1[CH:14]=[CH:15][CH:16]=[C:11]([OH:10])[CH:12]=1.[ClH:1]. (2) The product is: [O:4]1[C:2]2([CH2:5][CH2:18][N:17]([C:20]([O:22][C:23]([CH3:26])([CH3:25])[CH3:24])=[O:21])[CH2:16][CH2:3]2)[CH2:1]1. Given the reactants [CH3:1][C:2]([CH3:5])([O-:4])[CH3:3].[K+].[I-].C[S+](C)(C)=O.O=C1C[CH2:18][N:17]([C:20]([O:22][C:23]([CH3:26])([CH3:25])[CH3:24])=[O:21])[CH2:16]C1.O, predict the reaction product. (3) Given the reactants CC(C)([O-])C.[K+].[CH3:7][S:8]([CH2:11][C:12]1[CH2:13][CH2:14][N:15]([C:18](=[S:20])[OH:19])[CH2:16][CH:17]=1)(=[O:10])=[O:9].[Cl:21][C:22]1[CH:27]=[CH:26][C:25]([CH:28]([C:34]2[CH:39]=[CH:38][C:37]([Cl:40])=[CH:36][CH:35]=2)[N:29]2[CH2:32][C:31](=[O:33])[CH2:30]2)=[CH:24][CH:23]=1, predict the reaction product. The product is: [Cl:21][C:22]1[CH:27]=[CH:26][C:25]([CH:28]([C:34]2[CH:39]=[CH:38][C:37]([Cl:40])=[CH:36][CH:35]=2)[N:29]2[CH2:30][C:31]([CH2:7][S:8]([CH2:11][C:12]3[CH2:17][CH2:16][N:15]([C:18](=[S:20])[OH:19])[CH2:14][CH:13]=3)(=[O:9])=[O:10])([OH:33])[CH2:32]2)=[CH:24][CH:23]=1. (4) Given the reactants Cl[C:2]1[CH:11]=[CH:10][N:9]=[C:8]2[C:3]=1[C:4]1[CH:16]=[CH:15][CH:14]=[CH:13][C:5]=1[C:6](=[O:12])[NH:7]2.[Cl:17][C:18]1[CH:19]=[C:20](B(O)O)[CH:21]=[CH:22][CH:23]=1, predict the reaction product. The product is: [Cl:17][C:18]1[CH:23]=[C:22]([C:2]2[CH:11]=[CH:10][N:9]=[C:8]3[C:3]=2[C:4]2[CH:16]=[CH:15][CH:14]=[CH:13][C:5]=2[C:6](=[O:12])[NH:7]3)[CH:21]=[CH:20][CH:19]=1.